This data is from Forward reaction prediction with 1.9M reactions from USPTO patents (1976-2016). The task is: Predict the product of the given reaction. (1) The product is: [C:24]([O:20][C@@H:5]1[C@@H:4]([O:21][C:24](=[O:31])[C:25]2[CH:30]=[CH:29][CH:28]=[CH:27][CH:26]=2)[C@H:3]([O:22][C:24](=[O:31])[C:25]2[CH:30]=[CH:29][CH:28]=[CH:27][CH:26]=2)[C@@H:2]([CH2:1][O:23][C:24](=[O:31])[C:25]2[CH:30]=[CH:29][CH:28]=[CH:27][CH:26]=2)[O:7][C@H:6]1[O:8][C@@H:9]1[C@@H:10]([CH2:18][O:19][C:24](=[O:31])[C:25]2[CH:30]=[CH:29][CH:28]=[CH:27][CH:26]=2)[O:11][CH:12]([O:17][C:24](=[O:31])[C:25]2[CH:30]=[CH:29][CH:28]=[CH:27][CH:26]=2)[C@H:13]([O:16][C:24](=[O:31])[C:25]2[CH:30]=[CH:29][CH:28]=[CH:27][CH:26]=2)[C@H:14]1[O:15][C:24](=[O:31])[C:25]1[CH:30]=[CH:29][CH:28]=[CH:27][CH:26]=1)(=[O:31])[C:25]1[CH:30]=[CH:29][CH:28]=[CH:27][CH:26]=1. Given the reactants [CH2:1]([OH:23])[C@H:2]1[O:7][C@@H:6]([O:8][C@H:9]2[C@H:14]([OH:15])[C@@H:13]([OH:16])[C@H:12]([OH:17])[O:11][C@@H:10]2[CH2:18][OH:19])[C@H:5]([OH:20])[C@@H:4]([OH:21])[C@@H:3]1[OH:22].[C:24](Cl)(=[O:31])[C:25]1[CH:30]=[CH:29][CH:28]=[CH:27][CH:26]=1.C(Cl)Cl, predict the reaction product. (2) Given the reactants [Cl-].O[NH3+].[C:4](=[O:7])([O-])[OH:5].[Na+].[CH2:9]([C:11]1[S:42][C:14]2[N:15]([CH2:27][C:28]3[CH:33]=[CH:32][C:31]([C:34]4[C:35]([C:40]#[N:41])=[CH:36][CH:37]=[CH:38][CH:39]=4)=[CH:30][CH:29]=3)[C:16](=[O:26])[N:17]([CH2:18][C:19]3[CH:24]=[CH:23][C:22]([F:25])=[CH:21][CH:20]=3)[C:13]=2[CH:12]=1)[CH3:10].[N:43]12CCCN=C1CCCCC2, predict the reaction product. The product is: [CH2:9]([C:11]1[S:42][C:14]2[N:15]([CH2:27][C:28]3[CH:33]=[CH:32][C:31]([C:34]4[CH:39]=[CH:38][CH:37]=[CH:36][C:35]=4[C:40]4[NH:43][C:4](=[O:7])[O:5][N:41]=4)=[CH:30][CH:29]=3)[C:16](=[O:26])[N:17]([CH2:18][C:19]3[CH:20]=[CH:21][C:22]([F:25])=[CH:23][CH:24]=3)[C:13]=2[CH:12]=1)[CH3:10]. (3) Given the reactants [Cl:1][C:2]1[CH:26]=[CH:25][C:5]([C:6]([NH:8][CH:9]([CH2:13][C:14]2[C:23]3[C:18](=[CH:19][CH:20]=[CH:21][CH:22]=3)[NH:17][C:16](=[O:24])[CH:15]=2)[C:10]([OH:12])=[S:11])=[O:7])=[CH:4][CH:3]=1.Br[CH2:28][CH:29]1[CH2:32][CH2:31][CH2:30]1, predict the reaction product. The product is: [Cl:1][C:2]1[CH:3]=[CH:4][C:5]([C:6]([NH:8][CH:9]([CH2:13][C:14]2[C:23]3[C:18](=[CH:19][CH:20]=[CH:21][CH:22]=3)[NH:17][C:16](=[O:24])[CH:15]=2)[C:10]([S:11][CH2:28][CH:29]2[CH2:32][CH2:31][CH2:30]2)=[O:12])=[O:7])=[CH:25][CH:26]=1.